Dataset: Full USPTO retrosynthesis dataset with 1.9M reactions from patents (1976-2016). Task: Predict the reactants needed to synthesize the given product. (1) The reactants are: [Cl:1][C:2]1[N:7]=[N:6][C:5]([NH:8][NH2:9])=[C:4]([CH3:10])[C:3]=1[CH2:11][CH3:12].[N:13]#[C:14]Br.O.C(=O)([O-])[O-].[K+].[K+]. Given the product [Cl:1][C:2]1[C:3]([CH2:11][CH3:12])=[C:4]([CH3:10])[C:5]2[N:6]([C:14]([NH2:13])=[N:9][N:8]=2)[N:7]=1, predict the reactants needed to synthesize it. (2) Given the product [C:15]([O:4][C@H:3]([C@H:5]([C@@H:7]([C@@H:9]([CH2:11][O:13][C:35](=[O:38])[CH3:29])[OH:10])[O:8][C:41](=[O:42])[CH3:40])[OH:6])[CH:2]=[O:1])(=[O:14])[CH3:16], predict the reactants needed to synthesize it. The reactants are: [O:1]=[CH:2][C@@H:3]([C@H:5]([C@@H:7]([C@@H:9]([C:11]([OH:13])=O)[OH:10])[OH:8])[OH:6])[OH:4].[O:14]=[CH:15][C@@H:16]([C@H]([C@@H]([C@@H](CO)O)O)O)O.C[O-].[Na+].[C:29]1([CH:35]([O:38]C)OC)C=CC=CC=1.[C:40]12(CS(O)(=O)=O)C(C)(C)C(CC1)C[C:41]2=[O:42]. (3) The reactants are: [F:1][CH:2]([F:38])[CH2:3][N:4]1[C:12]2[C:7](=[CH:8][C:9]([CH3:37])=[CH:10][C:11]=2[CH:13]([O:15][CH2:16][C:17]2([C:30]3[CH:35]=[CH:34][C:33]([F:36])=[CH:32][CH:31]=3)[CH2:22][CH2:21][N:20]([C:23](OC(C)(C)C)=O)[CH2:19][CH2:18]2)[CH3:14])[CH:6]=[N:5]1.C([BH3-])#N.[Na+].C=O. Given the product [F:38][CH:2]([F:1])[CH2:3][N:4]1[C:12]2[C:7](=[CH:8][C:9]([CH3:37])=[CH:10][C:11]=2[CH:13]([O:15][CH2:16][C:17]2([C:30]3[CH:31]=[CH:32][C:33]([F:36])=[CH:34][CH:35]=3)[CH2:18][CH2:19][N:20]([CH3:23])[CH2:21][CH2:22]2)[CH3:14])[CH:6]=[N:5]1, predict the reactants needed to synthesize it.